This data is from Full USPTO retrosynthesis dataset with 1.9M reactions from patents (1976-2016). The task is: Predict the reactants needed to synthesize the given product. (1) Given the product [F:27][C:2]([F:1])([F:26])[C:3]1[CH:8]=[CH:7][C:6]([C:9]2[C:13]3[CH:14]=[CH:15][C:16]([C:38]#[C:37][CH2:36][CH2:35][CH2:34][OH:39])=[CH:17][C:12]=3[S:11][N:10]=2)=[CH:5][CH:4]=1, predict the reactants needed to synthesize it. The reactants are: [F:1][C:2]([F:27])([F:26])[C:3]1[CH:8]=[CH:7][C:6]([C:9]2[C:13]3[CH:14]=[CH:15][C:16](OS(C(F)(F)F)(=O)=O)=[CH:17][C:12]=3[S:11][N:10]=2)=[CH:5][CH:4]=1.N1CCCCC1.[CH2:34]([OH:39])[CH2:35][CH2:36][C:37]#[CH:38].Cl. (2) Given the product [F:1][C:2]1[CH:7]=[CH:6][C:5]([C@H:8]([OH:9])[CH2:10][N:13]2[CH2:14][CH2:15][CH2:16][CH:12]2[CH3:11])=[CH:4][CH:3]=1, predict the reactants needed to synthesize it. The reactants are: [F:1][C:2]1[CH:7]=[CH:6][C:5]([C@H:8]2[CH2:10][O:9]2)=[CH:4][CH:3]=1.[CH3:11][CH:12]1[CH2:16][CH2:15][CH2:14][NH:13]1. (3) Given the product [C:12]([O:6][C:5](=[O:7])[C:4]1[CH:8]=[C:9]([OH:11])[CH:10]=[C:2]([Br:1])[CH:3]=1)([CH3:15])([CH3:14])[CH3:13], predict the reactants needed to synthesize it. The reactants are: [Br:1][C:2]1[CH:3]=[C:4]([CH:8]=[C:9]([OH:11])[CH:10]=1)[C:5]([OH:7])=[O:6].[C:12](OC(O[C:12]([CH3:15])([CH3:14])[CH3:13])N(C)C)([CH3:15])([CH3:14])[CH3:13]. (4) Given the product [Cl:1][C:2]1[CH:3]=[C:4]2[C:10]([C:11]3[N:16]=[C:15]([NH:17][C@H:18]4[CH2:23][CH2:22][CH2:21][C@:20]([NH:25][C:26]([N:29]5[CH2:33][CH2:32][CH2:31][CH2:30]5)=[O:27])([CH3:24])[CH2:19]4)[C:14]([F:28])=[CH:13][N:12]=3)=[CH:9][NH:8][C:5]2=[N:6][CH:7]=1, predict the reactants needed to synthesize it. The reactants are: [Cl:1][C:2]1[CH:3]=[C:4]2[C:10]([C:11]3[N:16]=[C:15]([NH:17][C@H:18]4[CH2:23][CH2:22][CH2:21][C@:20]([N:25]=[C:26]=[O:27])([CH3:24])[CH2:19]4)[C:14]([F:28])=[CH:13][N:12]=3)=[CH:9][NH:8][C:5]2=[N:6][CH:7]=1.[NH:29]1[CH2:33][CH2:32][CH2:31][CH2:30]1. (5) Given the product [Cl:7][C:8]1[CH:9]=[CH:10][C:11]2[N:17]3[C:18]([CH3:21])=[N:19][N:20]=[C:16]3[C@@H:15]([CH2:22][CH2:23][OH:24])[S:14][C@H:13]([C:27]3[CH:32]=[CH:31][CH:30]=[C:29]([O:33][CH3:34])[C:28]=3[O:35][CH3:36])[C:12]=2[CH:37]=1, predict the reactants needed to synthesize it. The reactants are: [H-].[Al+3].[Li+].[H-].[H-].[H-].[Cl:7][C:8]1[CH:9]=[CH:10][C:11]2[N:17]3[C:18]([CH3:21])=[N:19][N:20]=[C:16]3[C@@H:15]([CH2:22][C:23](OC)=[O:24])[S:14][C@H:13]([C:27]3[CH:32]=[CH:31][CH:30]=[C:29]([O:33][CH3:34])[C:28]=3[O:35][CH3:36])[C:12]=2[CH:37]=1.C(C(C(C([O-])=O)O)O)([O-])=O.[Na+].[K+].